From a dataset of NCI-60 drug combinations with 297,098 pairs across 59 cell lines. Regression. Given two drug SMILES strings and cell line genomic features, predict the synergy score measuring deviation from expected non-interaction effect. Drug 1: CC1=C2C(C(=O)C3(C(CC4C(C3C(C(C2(C)C)(CC1OC(=O)C(C(C5=CC=CC=C5)NC(=O)OC(C)(C)C)O)O)OC(=O)C6=CC=CC=C6)(CO4)OC(=O)C)OC)C)OC. Drug 2: C1=CC=C(C(=C1)C(C2=CC=C(C=C2)Cl)C(Cl)Cl)Cl. Cell line: 786-0. Synergy scores: CSS=56.4, Synergy_ZIP=5.59, Synergy_Bliss=4.94, Synergy_Loewe=-20.7, Synergy_HSA=5.09.